From a dataset of Catalyst prediction with 721,799 reactions and 888 catalyst types from USPTO. Predict which catalyst facilitates the given reaction. (1) Reactant: [O:1]=[C:2]1[CH:11]=[N:10][C:9]2[C:4](=[CH:5][CH:6]=[CH:7][CH:8]=2)[N:3]1[CH2:12][CH2:13][N:14]1[CH2:19][CH2:18][CH:17]([NH:20][CH2:21][C:22]([NH:24][C:25]2[CH:30]=[CH:29][CH:28]=[CH:27][N:26]=2)=[O:23])[CH2:16][CH2:15]1.[ClH:31].C(OCC)(=O)C. Product: [ClH:31].[O:1]=[C:2]1[CH:11]=[N:10][C:9]2[C:4](=[CH:5][CH:6]=[CH:7][CH:8]=2)[N:3]1[CH2:12][CH2:13][N:14]1[CH2:19][CH2:18][CH:17]([NH:20][CH2:21][C:22]([NH:24][C:25]2[CH:30]=[CH:29][CH:28]=[CH:27][N:26]=2)=[O:23])[CH2:16][CH2:15]1. The catalyst class is: 13. (2) Product: [C:16]([C:14]1[N:13]=[C:12]([NH2:22])[CH:11]=[C:10]([CH3:9])[CH:15]=1)#[CH:17]. Reactant: C(=O)([O-])[O-].[K+].[K+].CO.[CH3:9][C:10]1[CH:15]=[C:14]([C:16]#[C:17][Si](C)(C)C)[N:13]=[C:12]([NH:22]C(=O)OC(C)(C)C)[CH:11]=1.Cl.CCOCC. The catalyst class is: 4.